Dataset: Full USPTO retrosynthesis dataset with 1.9M reactions from patents (1976-2016). Task: Predict the reactants needed to synthesize the given product. (1) Given the product [CH3:1][O:2][C:3]1[CH:4]=[CH:5][C:6]([C:7]2[N:9]3[C:10]([S:11][C:12]4[CH:17]=[CH:16][CH:15]=[CH:14][C:13]=43)=[C:29]([C:30]([O:32][CH3:33])=[O:31])[C:28]=2[C:34]([O:36][CH3:37])=[O:35])=[CH:20][CH:21]=1, predict the reactants needed to synthesize it. The reactants are: [CH3:1][O:2][C:3]1[CH:21]=[CH:20][C:6]([C:7]([N:9]2[C:13]3[CH:14]=[CH:15][CH:16]=[CH:17][C:12]=3[S:11][CH:10]2C#N)=O)=[CH:5][CH:4]=1.F[B-](F)(F)F.[H+].[C:28]([C:34]([O:36][CH3:37])=[O:35])#[C:29][C:30]([O:32][CH3:33])=[O:31]. (2) Given the product [CH:17]1([CH2:23][N:24]2[C:28]3[CH:29]=[C:30]([C:33]([OH:35])=[O:34])[CH:31]=[CH:32][C:27]=3[N:26]=[CH:25]2)[CH2:18][CH2:19][CH2:20][CH2:21][CH2:22]1, predict the reactants needed to synthesize it. The reactants are: C(N1C2C=C(C(O)=O)C=CC=2N=C1)C(C)C.[CH:17]1([CH2:23][N:24]2[C:28]3[CH:29]=[C:30]([C:33]([O:35]C)=[O:34])[CH:31]=[CH:32][C:27]=3[N:26]=[CH:25]2)[CH2:22][CH2:21][CH2:20][CH2:19][CH2:18]1. (3) Given the product [ClH:29].[NH2:1][C:2]1[CH:3]=[CH:4][C:5]2[C:9]([CH:10]=1)=[N:8][N:14]1[C:13]([CH:15]3[CH2:20][CH2:19][NH:18][CH2:17][CH2:16]3)=[CH:12][C:11](=[O:28])[NH:7][C:6]=21, predict the reactants needed to synthesize it. The reactants are: [NH2:1][C:2]1[CH:3]=[CH:4][C:5]2[C:9]([CH:10]=1)=[N:8][N:7]1[C:11](=[O:28])[CH:12]=[C:13]([CH:15]3[CH2:20][CH2:19][N:18](C(OC(C)(C)C)=O)[CH2:17][CH2:16]3)[NH:14][C:6]=21.[ClH:29]. (4) The reactants are: [Br:1][C:2]1[CH:7]=[CH:6][C:5]([CH2:8][C:9](O)=[O:10])=[C:4]([F:12])[CH:3]=1.O=S(Cl)[Cl:15]. Given the product [Br:1][C:2]1[CH:7]=[CH:6][C:5]([CH2:8][C:9]([Cl:15])=[O:10])=[C:4]([F:12])[CH:3]=1, predict the reactants needed to synthesize it. (5) Given the product [CH2:1]([O:8][C:9]([NH:11][NH:12][C@@H:23]([C:27]([CH3:30])([CH3:29])[CH3:28])[CH2:24][CH:25]=[CH2:26])=[O:10])[C:2]1[CH:7]=[CH:6][CH:5]=[CH:4][CH:3]=1, predict the reactants needed to synthesize it. The reactants are: [CH2:1]([O:8][C:9]([NH:11][N:12]([C@@H:23]([C:27]([CH3:30])([CH3:29])[CH3:28])[CH2:24][CH:25]=[CH2:26])C(=O)C1C=C(C)C=C(C)C=1)=[O:10])[C:2]1[CH:7]=[CH:6][CH:5]=[CH:4][CH:3]=1.C([Si@]1(Cl)N(C)[C@@H](C)C(C2C=CC=CC=2)O1)C=C. (6) Given the product [CH2:34]([O:36][C:37]([C:39]1[O:40][C:41]2[CH:47]=[CH:46][C:45]([O:48][CH2:57][CH2:56][N:53]3[CH2:54][CH2:55][C:50]([F:59])([F:49])[CH2:51][CH2:52]3)=[CH:44][C:42]=2[CH:43]=1)=[O:38])[CH3:35], predict the reactants needed to synthesize it. The reactants are: CC(OC(/N=N/C(OC(C)C)=O)=O)C.C1(P(C2C=CC=CC=2)C2C=CC=CC=2)C=CC=CC=1.[CH2:34]([O:36][C:37]([C:39]1[O:40][C:41]2[CH:47]=[CH:46][C:45]([OH:48])=[CH:44][C:42]=2[CH:43]=1)=[O:38])[CH3:35].[F:49][C:50]1([F:59])[CH2:55][CH2:54][N:53]([CH2:56][CH2:57]O)[CH2:52][CH2:51]1.